Dataset: Forward reaction prediction with 1.9M reactions from USPTO patents (1976-2016). Task: Predict the product of the given reaction. Given the reactants [CH3:1][O:2][C:3](=[O:21])[C@H:4]([CH2:13][C:14]1[CH:19]=[CH:18][C:17]([NH2:20])=[CH:16][CH:15]=1)[NH:5][C:6]([O:8][C:9]([CH3:12])([CH3:11])[CH3:10])=[O:7].[Cl:22][C:23]1[CH:31]=[CH:30][CH:29]=[C:28]([Cl:32])[C:24]=1[C:25](Cl)=[O:26].C(N(C(C)C)CC)(C)C, predict the reaction product. The product is: [CH3:1][O:2][C:3](=[O:21])[C@H:4]([CH2:13][C:14]1[CH:19]=[CH:18][C:17]([NH:20][C:25]([C:24]2[C:23]([Cl:22])=[CH:31][CH:30]=[CH:29][C:28]=2[Cl:32])=[O:26])=[CH:16][CH:15]=1)[NH:5][C:6]([O:8][C:9]([CH3:12])([CH3:10])[CH3:11])=[O:7].